From a dataset of Full USPTO retrosynthesis dataset with 1.9M reactions from patents (1976-2016). Predict the reactants needed to synthesize the given product. (1) Given the product [Br:1][C:2]1[CH:3]=[C:4]([C:10](=[N:22][O:23][CH2:24][C:25]2[N:30]=[C:29]([NH2:31])[CH:28]=[CH:27][CH:26]=2)[C:11]2[C:16]([Cl:17])=[CH:15][C:14]([C:18]([F:20])([F:21])[F:19])=[CH:13][N:12]=2)[CH:5]=[CH:6][C:7]=1[O:8][CH3:9], predict the reactants needed to synthesize it. The reactants are: [Br:1][C:2]1[CH:3]=[C:4]([C:10](=[N:22][O:23][CH2:24][C:25]2[N:30]=[C:29]([N:31]3C(=O)C4C(=CC=CC=4)C3=O)[CH:28]=[CH:27][CH:26]=2)[C:11]2[C:16]([Cl:17])=[CH:15][C:14]([C:18]([F:21])([F:20])[F:19])=[CH:13][N:12]=2)[CH:5]=[CH:6][C:7]=1[O:8][CH3:9].O.NN. (2) Given the product [C:16]([Cl:15])(=[O:18])[O:5][CH2:4][CH2:3][Si:2]([CH3:7])([CH3:6])[CH3:1], predict the reactants needed to synthesize it. The reactants are: [CH3:1][Si:2]([CH3:7])([CH3:6])[CH2:3][CH2:4][OH:5].C(N(CC)CC)C.[Cl:15][C:16](Cl)([O:18]C(=O)OC(Cl)(Cl)Cl)Cl.